From a dataset of Forward reaction prediction with 1.9M reactions from USPTO patents (1976-2016). Predict the product of the given reaction. Given the reactants [F:1][C:2]1[CH:20]=[CH:19][C:5]([O:6][C:7]2[N:8]=[C:9]3[N:14]=[CH:13][CH:12]=[CH:11][N:10]3[C:15]=2[C:16]([OH:18])=O)=[CH:4][CH:3]=1.ON1C2C=CC=CC=2N=N1.[F:31][C:32]1[CH:38]=[C:37]([F:39])[CH:36]=[CH:35][C:33]=1[NH2:34], predict the reaction product. The product is: [F:31][C:32]1[CH:38]=[C:37]([F:39])[CH:36]=[CH:35][C:33]=1[NH:34][C:16]([C:15]1[N:10]2[CH:11]=[CH:12][CH:13]=[N:14][C:9]2=[N:8][C:7]=1[O:6][C:5]1[CH:4]=[CH:3][C:2]([F:1])=[CH:20][CH:19]=1)=[O:18].